This data is from Catalyst prediction with 721,799 reactions and 888 catalyst types from USPTO. The task is: Predict which catalyst facilitates the given reaction. Reactant: Cl.[CH2:2]([O:4][C:5](=[NH:15])[CH2:6][C:7](=[O:14])[C:8]1[CH:13]=[CH:12][CH:11]=[CH:10][CH:9]=1)[CH3:3].CCN(CC)CC.[Cl:23][C:24]1[CH:29]=[CH:28][C:27]([N:30]=[C:31]=[O:32])=[CH:26][CH:25]=1.O. Product: [Cl:23][C:24]1[CH:29]=[CH:28][C:27]([NH:30][C:31]([NH:15][C:5]([O:4][CH2:2][CH3:3])=[CH:6][C:7](=[O:14])[C:8]2[CH:9]=[CH:10][CH:11]=[CH:12][CH:13]=2)=[O:32])=[CH:26][CH:25]=1. The catalyst class is: 1.